This data is from Full USPTO retrosynthesis dataset with 1.9M reactions from patents (1976-2016). The task is: Predict the reactants needed to synthesize the given product. (1) Given the product [C:21]1([C:2]2[CH:3]=[N:4][CH:5]=[CH:6][C:7]=2[C:8]2[O:9][C:10]3[CH:16]=[CH:15][C:14]([C:17]([F:20])([F:19])[F:18])=[CH:13][C:11]=3[N:12]=2)[CH:26]=[CH:25][CH:24]=[CH:23][CH:22]=1, predict the reactants needed to synthesize it. The reactants are: I[C:2]1[CH:3]=[N:4][CH:5]=[CH:6][C:7]=1[C:8]1[O:9][C:10]2[CH:16]=[CH:15][C:14]([C:17]([F:20])([F:19])[F:18])=[CH:13][C:11]=2[N:12]=1.[C:21]1(B(O)O)[CH:26]=[CH:25][CH:24]=[CH:23][CH:22]=1.O1CCCC1.[OH-].[Na+]. (2) The reactants are: [NH2:1][C@@:2]([C@@H:6]1[CH2:15][CH2:14][C:13]2[C:8](=[CH:9][CH:10]=[C:11]([O:16][C@H:17]3[CH2:22][CH2:21][C@H:20]([C:23]([CH3:26])([CH3:25])[CH3:24])[CH2:19][CH2:18]3)[CH:12]=2)[CH2:7]1)([CH3:5])[CH2:3][OH:4].C(Cl)(Cl)Cl.C(=O)(O)[O-].[Na+].[C:36]([O:40][C:41](O[C:41]([O:40][C:36]([CH3:39])([CH3:38])[CH3:37])=[O:42])=[O:42])([CH3:39])([CH3:38])[CH3:37]. Given the product [C:23]([C@H:20]1[CH2:19][CH2:18][C@H:17]([O:16][C:11]2[CH:12]=[C:13]3[C:8](=[CH:9][CH:10]=2)[CH2:7][C@H:6]([C@:2]([NH:1][C:41](=[O:42])[O:40][C:36]([CH3:39])([CH3:38])[CH3:37])([CH3:5])[CH2:3][OH:4])[CH2:15][CH2:14]3)[CH2:22][CH2:21]1)([CH3:26])([CH3:25])[CH3:24], predict the reactants needed to synthesize it. (3) Given the product [CH:1]12[CH2:10][CH:5]3[CH2:6][CH:7]([CH2:9][CH:3]([CH2:4]3)[CH2:2]1)[CH2:8]2.[S:23](=[O:25])(=[O:24])([OH:27])[OH:26], predict the reactants needed to synthesize it. The reactants are: [CH:1]12[CH2:10][CH:5]3[CH2:6][CH:7]([CH2:9][CH:3]([CH2:4]3)[C:2]1=O)[CH2:8]2.C12(O)CC3CC(CC(C3)C1)C2.[S:23](=[O:27])(=[O:26])([OH:25])[OH:24]. (4) Given the product [F:14][C:15]1[CH:22]=[CH:21][C:18]([CH:19]=[CH:20][C:2]2[CH:11]=[CH:10][C:9]([O:12][CH3:13])=[CH:8][C:3]=2[C:4]([O:6][CH3:7])=[O:5])=[CH:17][CH:16]=1, predict the reactants needed to synthesize it. The reactants are: Br[C:2]1[CH:11]=[CH:10][C:9]([O:12][CH3:13])=[CH:8][C:3]=1[C:4]([O:6][CH3:7])=[O:5].[F:14][C:15]1[CH:22]=[CH:21][C:18]([CH:19]=[CH2:20])=[CH:17][CH:16]=1.C([O-])(O)=O.[Na+]. (5) Given the product [Cl:1][C:2]1[N:10]=[C:9]2[C:5]([N:6]=[C:7]([C:12]3([OH:18])[CH2:28][N:29]([C:31]([O:33][C:34]([CH3:37])([CH3:36])[CH3:35])=[O:32])[CH2:13]3)[N:8]2[CH3:11])=[C:4]([N:19]2[CH2:24][CH2:23][O:22][CH2:21][C@@H:20]2[CH3:25])[N:3]=1, predict the reactants needed to synthesize it. The reactants are: [Cl:1][C:2]1[N:10]=[C:9]2[C:5]([N:6]=[C:7]([C:12]3([OH:18])CCOC[CH2:13]3)[N:8]2[CH3:11])=[C:4]([N:19]2[CH2:24][CH2:23][O:22][CH2:21][C@@H:20]2[CH3:25])[N:3]=1.O=C1C[N:29]([C:31]([O:33][C:34]([CH3:37])([CH3:36])[CH3:35])=[O:32])[CH2:28]1. (6) Given the product [C:31]([NH:30][C:27]1[CH:26]=[CH:25][C:24]([CH2:23][CH2:22][NH:21][C:19]([C:17]2[S:18][C:13]3[C:12]([N:35]4[CH2:40][CH2:39][O:38][CH2:37][CH2:36]4)=[N:11][C:10]([C:5]4[CH:6]=[CH:7][CH:8]=[C:9]5[C:4]=4[CH:3]=[N:2][NH:1]5)=[N:15][C:14]=3[CH:16]=2)=[O:20])=[CH:29][CH:28]=1)(=[O:34])[CH:32]=[CH2:33], predict the reactants needed to synthesize it. The reactants are: [NH:1]1[C:9]2[C:4](=[C:5]([C:10]3[N:11]=[C:12]([N:35]4[CH2:40][CH2:39][O:38][CH2:37][CH2:36]4)[C:13]4[S:18][C:17]([C:19]([NH:21][CH2:22][CH2:23][C:24]5[CH:29]=[CH:28][C:27]([NH:30][C:31](=[O:34])[CH2:32][CH3:33])=[CH:26][CH:25]=5)=[O:20])=[CH:16][C:14]=4[N:15]=3)[CH:6]=[CH:7][CH:8]=2)[CH:3]=[N:2]1. (7) The reactants are: [NH2:1][C:2]1[CH:7]=[CH:6][CH:5]=[CH:4][CH:3]=1.[CH3:8][C:9]1(C)[C:35]2[C:30](=[C:31](P(C3C=CC=CC=3)C3C=CC=CC=3)C=[CH:33][CH:34]=2)O[C:11]2[C:12](P(C3C=CC=CC=3)C3C=CC=CC=3)=[CH:13][CH:14]=[CH:15][C:10]1=2.[C:50]([O-:53])([O-])=O.[Cs+].[Cs+].[NH3:56].O. Given the product [C:2]1([NH:1][C:13]2[CH:14]=[CH:15][C:50]3[O:53][C:9]4([CH2:8][N:56]5[CH2:31][CH2:30][CH:35]4[CH2:34][CH2:33]5)[CH2:10][C:11]=3[CH:12]=2)[CH:7]=[CH:6][CH:5]=[CH:4][CH:3]=1, predict the reactants needed to synthesize it. (8) Given the product [CH2:26]([N:13]1[C:12]2[CH:17]=[C:8]([CH2:7][C:6]3[CH:18]=[C:2]([Br:1])[CH:3]=[CH:4][C:5]=3[Cl:19])[CH:9]=[CH:10][C:11]=2[O:16][CH2:15][CH2:14]1)[C:27]1[CH:32]=[CH:31][CH:30]=[CH:29][CH:28]=1, predict the reactants needed to synthesize it. The reactants are: [Br:1][C:2]1[CH:3]=[CH:4][C:5]([Cl:19])=[C:6]([CH:18]=1)[CH2:7][C:8]1[CH:9]=[CH:10][C:11]2[O:16][CH2:15][CH2:14][NH:13][C:12]=2[CH:17]=1.C(=O)([O-])[O-].[K+].[K+].[CH2:26](Br)[C:27]1[CH:32]=[CH:31][CH:30]=[CH:29][CH:28]=1. (9) The reactants are: [CH2:1]([O:3][C:4](=[O:18])[CH2:5][C:6]1[N:14]2[C:9]([CH:10]=[C:11]([C:15]#[N:16])[CH:12]=[CH:13]2)=[CH:8][C:7]=1[CH3:17])[CH3:2].[Cl:19][C:20]1[CH:27]=[CH:26][C:23]([CH:24]=O)=[CH:22][CH:21]=1.C([SiH](CC)CC)C.FC(F)(F)C(O)=O. Given the product [CH2:1]([O:3][C:4](=[O:18])[CH2:5][C:6]1[N:14]2[C:9]([CH:10]=[C:11]([C:15]#[N:16])[CH:12]=[CH:13]2)=[C:8]([CH2:24][C:23]2[CH:26]=[CH:27][C:20]([Cl:19])=[CH:21][CH:22]=2)[C:7]=1[CH3:17])[CH3:2], predict the reactants needed to synthesize it.